Dataset: Catalyst prediction with 721,799 reactions and 888 catalyst types from USPTO. Task: Predict which catalyst facilitates the given reaction. (1) Reactant: [C:1]([O:5][C:6]([NH:8][C@H:9]([C:17]([OH:19])=O)[CH2:10][C:11]1[CH:12]=[N:13][CH:14]=[CH:15][CH:16]=1)=[O:7])([CH3:4])([CH3:3])[CH3:2].[C:20]1([CH2:26][CH2:27][CH2:28][CH:29]([NH:39][C:40]([CH:42]2[CH2:47][CH2:46][NH:45][CH2:44][CH2:43]2)=[O:41])[CH2:30][CH2:31][CH2:32][C:33]2[CH:38]=[CH:37][CH:36]=[CH:35][CH:34]=2)[CH:25]=[CH:24][CH:23]=[CH:22][CH:21]=1.C(N(CC)C(C)C)(C)C.C1CN([P+](ON2N=NC3C=CC=CC2=3)(N2CCCC2)N2CCCC2)CC1.F[P-](F)(F)(F)(F)F. Product: [C:20]1([CH2:26][CH2:27][CH2:28][CH:29]([NH:39][C:40]([CH:42]2[CH2:47][CH2:46][N:45]([C:17](=[O:19])[C@H:9]([CH2:10][C:11]3[CH:12]=[N:13][CH:14]=[CH:15][CH:16]=3)[NH:8][C:6]([O:5][C:1]([CH3:2])([CH3:3])[CH3:4])=[O:7])[CH2:44][CH2:43]2)=[O:41])[CH2:30][CH2:31][CH2:32][C:33]2[CH:38]=[CH:37][CH:36]=[CH:35][CH:34]=2)[CH:25]=[CH:24][CH:23]=[CH:22][CH:21]=1. The catalyst class is: 2. (2) Reactant: [N+:1]([C:4]1[CH:8]=[CH:7][N:6]([CH2:9][O:10][CH2:11][CH2:12][Si:13]([CH3:16])([CH3:15])[CH3:14])[N:5]=1)([O-])=O. Product: [CH3:14][Si:13]([CH3:16])([CH3:15])[CH2:12][CH2:11][O:10][CH2:9][N:6]1[CH:7]=[CH:8][C:4]([NH2:1])=[N:5]1. The catalyst class is: 43. (3) Reactant: [I:1][C:2]1[C:6]([C:7]([O:9][CH2:10][CH3:11])=[O:8])=[C:5]([C:12]([O:14][CH2:15][CH3:16])=[O:13])[NH:4][N:3]=1.C1(P(C2C=CC=CC=2)C2C=CC=CC=2)C=CC=CC=1.CC(OC(/N=N/C(OC(C)C)=O)=O)C.[C:50]([O:54][C:55](=[O:60])[NH:56][CH2:57][CH2:58]O)([CH3:53])([CH3:52])[CH3:51]. Product: [C:50]([O:54][C:55]([NH:56][CH2:57][CH2:58][N:4]1[C:5]([C:12]([O:14][CH2:15][CH3:16])=[O:13])=[C:6]([C:7]([O:9][CH2:10][CH3:11])=[O:8])[C:2]([I:1])=[N:3]1)=[O:60])([CH3:53])([CH3:52])[CH3:51]. The catalyst class is: 1.